Dataset: Reaction yield outcomes from USPTO patents with 853,638 reactions. Task: Predict the reaction yield, written as a fraction of the theoretical maximum amount of product (1.0 means a 100% yield; for example, 0.34 means a 34% yield). (1) The reactants are [F:1][C:2]1[CH:3]=[C:4]2[C:9](=[CH:10][CH:11]=1)[N:8]=[C:7]([NH2:12])[N:6]=[C:5]2[N:13]([CH3:15])[CH3:14].C[O:17][CH:18]1[CH:22]([CH:23]=O)[CH2:21][CH:20](OC)O1. The catalyst is CC(O)=O. The product is [CH3:14][N:13]([CH3:15])[C:5]1[C:4]2[C:9](=[CH:10][CH:11]=[C:2]([F:1])[CH:3]=2)[N:8]=[C:7]([N:12]2[CH:20]=[CH:21][C:22]([CH:18]=[O:17])=[CH:23]2)[N:6]=1. The yield is 0.500. (2) The reactants are [OH:1][C:2]1[CH:3]=[C:4]([CH:7]=[CH:8][CH:9]=1)[CH:5]=[O:6].I[CH:11]([CH3:13])[CH3:12].C(=O)([O-])[O-].[K+].[K+].O. The catalyst is C(O)(C)C. The product is [CH:11]([O:1][C:2]1[CH:3]=[C:4]([CH:7]=[CH:8][CH:9]=1)[CH:5]=[O:6])([CH3:13])[CH3:12]. The yield is 0.670. (3) The reactants are [OH:1][C:2]1[CH:3]=[C:4]([CH:9]=[C:10]([OH:12])[CH:11]=1)[C:5]([O:7][CH3:8])=[O:6].C(=O)([O-])[O-].[K+].[K+].[CH2:19](Br)[C:20]1[CH:25]=[CH:24][CH:23]=[CH:22][CH:21]=1. The catalyst is CN(C=O)C. The product is [OH:1][C:2]1[CH:3]=[C:4]([CH:9]=[C:10]([O:12][CH2:19][C:20]2[CH:25]=[CH:24][CH:23]=[CH:22][CH:21]=2)[CH:11]=1)[C:5]([O:7][CH3:8])=[O:6]. The yield is 0.210.